The task is: Predict the reactants needed to synthesize the given product.. This data is from Full USPTO retrosynthesis dataset with 1.9M reactions from patents (1976-2016). (1) Given the product [I:12][C:13]1[C:21]2[C:16](=[CH:17][CH:18]=[CH:19][C:20]=2[N+:22]([O-:24])=[O:23])[N:15]([CH2:2][C:3]2[C:4]([O:10][CH3:11])=[N:5][C:6]([CH3:9])=[CH:7][CH:8]=2)[N:14]=1, predict the reactants needed to synthesize it. The reactants are: Br[CH2:2][C:3]1[C:4]([O:10][CH3:11])=[N:5][C:6]([CH3:9])=[CH:7][CH:8]=1.[I:12][C:13]1[C:21]2[C:16](=[CH:17][CH:18]=[CH:19][C:20]=2[N+:22]([O-:24])=[O:23])[NH:15][N:14]=1.C(=O)([O-])[O-].[K+].[K+]. (2) Given the product [CH3:11][O:12][CH2:13][CH2:14][S:1]([C:2]1[CH:10]=[CH:9][C:5]([CH2:6][CH2:7][OH:8])=[CH:4][CH:3]=1)(=[O:24])=[O:22], predict the reactants needed to synthesize it. The reactants are: [SH:1][C:2]1[CH:10]=[CH:9][C:5]([CH2:6][CH2:7][OH:8])=[CH:4][CH:3]=1.[CH3:11][O:12][CH2:13][CH2:14]Cl.C(=O)([O-])[O-].[K+].[K+].[OH2:22].C[OH:24]. (3) Given the product [F:1][C:2]1[CH:3]=[C:4]([CH:5]=[C:6]([F:19])[C:7]=1[O:8][C:9]1[CH:10]=[N:11][C:12]([C:15]([F:16])([F:17])[F:18])=[CH:13][CH:14]=1)[CH2:20][O:21][C:23]1[CH:34]=[C:27]2[N:28]([CH3:33])[C@H:29]([CH3:32])[CH2:30][CH2:31][N:26]2[C:25](=[O:35])[N:24]=1, predict the reactants needed to synthesize it. The reactants are: [F:1][C:2]1[CH:3]=[C:4]([CH2:20][OH:21])[CH:5]=[C:6]([F:19])[C:7]=1[O:8][C:9]1[CH:10]=[N:11][C:12]([C:15]([F:18])([F:17])[F:16])=[CH:13][CH:14]=1.Cl[C:23]1[CH:34]=[C:27]2[N:28]([CH3:33])[C@H:29]([CH3:32])[CH2:30][CH2:31][N:26]2[C:25](=[O:35])[N:24]=1. (4) Given the product [F:23][C:24]([F:37])([F:36])[S:25]([NH:15][C:8]1[CH:9]=[C:10]([N+:12]([O-:14])=[O:13])[CH:11]=[C:6]([C:2]2[O:1][CH:5]=[CH:4][CH:3]=2)[CH:7]=1)(=[O:27])=[O:26], predict the reactants needed to synthesize it. The reactants are: [O:1]1[CH:5]=[CH:4][CH:3]=[C:2]1[C:6]1[CH:7]=[C:8]([NH2:15])[CH:9]=[C:10]([N+:12]([O-:14])=[O:13])[CH:11]=1.C(N(CC)CC)C.[F:23][C:24]([F:37])([F:36])[S:25](O[S:25]([C:24]([F:37])([F:36])[F:23])(=[O:27])=[O:26])(=[O:27])=[O:26].[OH-].[Na+]. (5) Given the product [CH2:13]([O:15][C:16]1[C:17]2[CH:28]=[C:27]([CH2:29][CH3:30])[N:26]([S:31]([C:34]3[CH:39]=[CH:38][CH:37]=[CH:36][CH:35]=3)(=[O:32])=[O:33])[C:18]=2[N:19]=[C:20]([NH:6][C:7]2[CH:8]=[N:9][CH:10]=[CH:11][CH:12]=2)[N:21]=1)[CH3:14], predict the reactants needed to synthesize it. The reactants are: [Li]CCCC.[NH2:6][C:7]1[CH:8]=[N:9][CH:10]=[CH:11][CH:12]=1.[CH2:13]([O:15][C:16]1[C:17]2[CH:28]=[C:27]([CH2:29][CH3:30])[N:26]([S:31]([C:34]3[CH:39]=[CH:38][CH:37]=[CH:36][CH:35]=3)(=[O:33])=[O:32])[C:18]=2[N:19]=[C:20](S(C)(=O)=O)[N:21]=1)[CH3:14].O.